This data is from Forward reaction prediction with 1.9M reactions from USPTO patents (1976-2016). The task is: Predict the product of the given reaction. (1) Given the reactants [CH3:1][O:2][CH:3]([O:12][CH3:13])[CH2:4][NH:5][CH2:6][C:7]1[S:8][CH:9]=[CH:10][CH:11]=1.N1C=CC=CC=1.[C:20]1([CH3:30])[CH:25]=[CH:24][C:23]([S:26](Cl)(=[O:28])=[O:27])=[CH:22][CH:21]=1, predict the reaction product. The product is: [CH3:1][O:2][CH:3]([O:12][CH3:13])[CH2:4][N:5]([CH2:6][C:7]1[S:8][CH:9]=[CH:10][CH:11]=1)[S:26]([C:23]1[CH:24]=[CH:25][C:20]([CH3:30])=[CH:21][CH:22]=1)(=[O:28])=[O:27]. (2) Given the reactants [CH3:1][NH:2][C:3]([C:5]1[S:6][C:7]([C:11]([CH3:14])([CH3:13])[CH3:12])=[CH:8][C:9]=1[NH2:10])=[O:4].[F:15][C:16]1[CH:21]=[CH:20][C:19]([N:22]=[C:23]=[O:24])=[CH:18][CH:17]=1, predict the reaction product. The product is: [CH3:1][NH:2][C:3]([C:5]1[S:6][C:7]([C:11]([CH3:14])([CH3:13])[CH3:12])=[CH:8][C:9]=1[NH:10][C:23]([NH:22][C:19]1[CH:20]=[CH:21][C:16]([F:15])=[CH:17][CH:18]=1)=[O:24])=[O:4]. (3) Given the reactants Cl[CH2:2][C:3]1[S:4][C:5]2[C:10]([N:11]=1)=[CH:9][CH:8]=[CH:7][N:6]=2.[N:12]1([C:18]2[N:23]=[CH:22][CH:21]=[CH:20][N:19]=2)[CH2:17][CH2:16][NH:15][CH2:14][CH2:13]1.CCN(C(C)C)C(C)C, predict the reaction product. The product is: [N:19]1[CH:20]=[CH:21][CH:22]=[N:23][C:18]=1[N:12]1[CH2:17][CH2:16][N:15]([CH2:2][C:3]2[S:4][C:5]3[C:10]([N:11]=2)=[CH:9][CH:8]=[CH:7][N:6]=3)[CH2:14][CH2:13]1.